This data is from Full USPTO retrosynthesis dataset with 1.9M reactions from patents (1976-2016). The task is: Predict the reactants needed to synthesize the given product. (1) Given the product [F:35][C:29]1[C:30]([F:34])=[CH:31][CH:32]=[CH:33][C:28]=1[C:26]1[N:27]=[C:22]2[CH:21]=[N:20][N:19]([CH2:18][C:15]3[N:16]=[N:17][C:12]([C:6]4[CH:5]=[CH:4][CH:3]=[C:2]([F:1])[CH:7]=4)=[CH:13][CH:14]=3)[CH:24]=[C:23]2[N:25]=1, predict the reactants needed to synthesize it. The reactants are: [F:1][C:2]1[CH:3]=[C:4](B(O)O)[CH:5]=[CH:6][CH:7]=1.Cl[C:12]1[N:17]=[N:16][C:15]([CH2:18][N:19]2[CH:24]=[C:23]3[N:25]=[C:26]([C:28]4[CH:33]=[CH:32][CH:31]=[C:30]([F:34])[C:29]=4[F:35])[N:27]=[C:22]3[CH:21]=[N:20]2)=[CH:14][CH:13]=1. (2) Given the product [CH3:42][N:43]([CH3:48])[CH2:44][CH2:45][CH2:46][NH:47][C:2]1[N:7]=[C:6]([O:8][C:9]2[CH:35]=[CH:34][CH:33]=[CH:32][C:10]=2[CH2:11][NH:12][C:13]([NH:15][C:16]2[N:20]([C:21]3[CH:26]=[CH:25][C:24]([CH3:27])=[CH:23][CH:22]=3)[N:19]=[C:18]([C:28]([CH3:30])([CH3:31])[CH3:29])[CH:17]=2)=[O:14])[CH:5]=[CH:4][N:3]=1, predict the reactants needed to synthesize it. The reactants are: Cl[C:2]1[N:7]=[C:6]([O:8][C:9]2[CH:35]=[CH:34][CH:33]=[CH:32][C:10]=2[CH2:11][NH:12][C:13]([NH:15][C:16]2[N:20]([C:21]3[CH:26]=[CH:25][C:24]([CH3:27])=[CH:23][CH:22]=3)[N:19]=[C:18]([C:28]([CH3:31])([CH3:30])[CH3:29])[CH:17]=2)=[O:14])[CH:5]=[CH:4][N:3]=1.C(=O)([O-])[O-].[Na+].[Na+].[CH3:42][N:43]([CH3:48])[CH2:44][CH2:45][CH2:46][NH2:47]. (3) Given the product [CH2:36]([O:38][C:39](=[O:48])[CH2:40][C:41]1[CH:42]=[N:43][CH:44]=[C:45]([C:18]2[CH:19]=[CH:20][C:21]([C:23]([F:26])([F:24])[F:25])=[CH:22][C:17]=2[CH2:16][N:10]([C:11]([CH:13]2[CH2:15][CH2:14]2)=[O:12])[CH:2]2[CH2:3][C:4]3[C:9](=[CH:8][CH:7]=[CH:6][CH:5]=3)[CH2:1]2)[CH:46]=1)[CH3:37], predict the reactants needed to synthesize it. The reactants are: [CH2:1]1[C:9]2[C:4](=[CH:5][CH:6]=[CH:7][CH:8]=2)[CH2:3][CH:2]1[N:10]([CH2:16][C:17]1[CH:22]=[C:21]([C:23]([F:26])([F:25])[F:24])[CH:20]=[CH:19][C:18]=1B1OC(C)(C)C(C)(C)O1)[C:11]([CH:13]1[CH2:15][CH2:14]1)=[O:12].[CH2:36]([O:38][C:39](=[O:48])[CH2:40][C:41]1[CH:42]=[N:43][CH:44]=[C:45](Br)[CH:46]=1)[CH3:37]. (4) The reactants are: C(O[CH:4](O)[C:5]([C:7]1[CH:8]=[C:9]([NH:13][S:14]([C:17]2[CH:22]=[CH:21][CH:20]=[CH:19][CH:18]=2)(=[O:16])=[O:15])[CH:10]=[CH:11][CH:12]=1)=[O:6])C.[CH3:24][C:25]([NH2:42])([CH3:41])[CH2:26][CH2:27][N:28]1[C:32]2[CH:33]=[C:34]3[C:39](=[CH:40][C:31]=2[N:30]=[CH:29]1)[CH:38]=[CH:37][CH:36]=[CH:35]3.[BH4-].[Na+].[F:45][C:46]([F:51])([F:50])[C:47]([OH:49])=[O:48]. Given the product [F:45][C:46]([F:51])([F:50])[C:47]([OH:49])=[O:48].[CH3:41][C:25]([NH:42][CH2:4][CH:5]([C:7]1[CH:8]=[C:9]([NH:13][S:14]([C:17]2[CH:18]=[CH:19][CH:20]=[CH:21][CH:22]=2)(=[O:15])=[O:16])[CH:10]=[CH:11][CH:12]=1)[OH:6])([CH3:24])[CH2:26][CH2:27][N:28]1[C:32]2[CH:33]=[C:34]3[C:39](=[CH:40][C:31]=2[N:30]=[CH:29]1)[CH:38]=[CH:37][CH:36]=[CH:35]3, predict the reactants needed to synthesize it. (5) Given the product [Br:9][C:10]1[C:15]([CH:19]([C:18]2[CH:21]=[CH:22][CH:23]=[CH:24][C:17]=2[Cl:16])[OH:20])=[CH:14][CH:13]=[CH:12][N:11]=1, predict the reactants needed to synthesize it. The reactants are: [Li+].CC([N-]C(C)C)C.[Br:9][C:10]1[CH:15]=[CH:14][CH:13]=[CH:12][N:11]=1.[Cl:16][C:17]1[CH:24]=[CH:23][CH:22]=[CH:21][C:18]=1[CH:19]=[O:20].Cl. (6) Given the product [Br:16][C:17]1[CH:22]=[C:21]([CH3:23])[C:20]([NH:24][C:2]2[N:6]([CH3:7])[C:5]3[C:8]([C:12]([O:14][CH3:15])=[O:13])=[CH:9][CH:10]=[CH:11][C:4]=3[N:3]=2)=[C:19]([O:25][CH3:26])[CH:18]=1, predict the reactants needed to synthesize it. The reactants are: Cl[C:2]1[N:6]([CH3:7])[C:5]2[C:8]([C:12]([O:14][CH3:15])=[O:13])=[CH:9][CH:10]=[CH:11][C:4]=2[N:3]=1.[Br:16][C:17]1[CH:22]=[C:21]([CH3:23])[C:20]([NH2:24])=[C:19]([O:25][CH3:26])[CH:18]=1.